Dataset: Catalyst prediction with 721,799 reactions and 888 catalyst types from USPTO. Task: Predict which catalyst facilitates the given reaction. (1) Reactant: [C@@H:1]1([O:12][C:13]2[C:17]([CH2:18][C:19]3[CH:24]=[CH:23][C:22]([O:25][CH:26]([CH3:28])[CH3:27])=[CH:21][CH:20]=3)=[C:16]([CH3:29])[NH:15][N:14]=2)[O:9][C@H:8]([CH2:10][OH:11])[C@@H:6]([OH:7])[C@H:4]([OH:5])[C@H:2]1[OH:3].C(=O)([O-])[O-].[Cs+].[Cs+].[I-].[Na+].Br[CH2:39][CH:40]1[CH2:42][CH2:41]1. Product: [CH:40]1([CH2:39][N:15]2[C:16]([CH3:29])=[C:17]([CH2:18][C:19]3[CH:24]=[CH:23][C:22]([O:25][CH:26]([CH3:27])[CH3:28])=[CH:21][CH:20]=3)[C:13]([O:12][C@@H:1]3[O:9][C@H:8]([CH2:10][OH:11])[C@@H:6]([OH:7])[C@H:4]([OH:5])[C@H:2]3[OH:3])=[N:14]2)[CH2:42][CH2:41]1. The catalyst class is: 35. (2) Reactant: [C:1]([C:5]1[O:9][N:8]=[C:7]([NH:10][C:11]([NH:13][C:14]2[CH:19]=[CH:18][CH:17]=[C:16]([SH:20])[CH:15]=2)=[O:12])[CH:6]=1)([CH3:4])([CH3:3])[CH3:2].Cl[C:22]1[C:31]2[C:26](=[CH:27][C:28]3[O:35][CH2:34][CH2:33][O:32][C:29]=3[CH:30]=2)[N:25]=[CH:24][N:23]=1.C([O-])([O-])=O.[Cs+].[Cs+]. Product: [C:1]([C:5]1[O:9][N:8]=[C:7]([NH:10][C:11]([NH:13][C:14]2[CH:19]=[CH:18][CH:17]=[C:16]([S:20][C:22]3[C:31]4[C:26](=[CH:27][C:28]5[O:35][CH2:34][CH2:33][O:32][C:29]=5[CH:30]=4)[N:25]=[CH:24][N:23]=3)[CH:15]=2)=[O:12])[CH:6]=1)([CH3:4])([CH3:2])[CH3:3]. The catalyst class is: 32. (3) Reactant: C1(C(C2C=CC=CC=2)=[N:8][CH2:9][C:10]([O:12][CH2:13][CH3:14])=[O:11])C=CC=CC=1.CC(C)([O-])C.[K+].[CH3:27][O:28][C:29]1[CH:37]=[CH:36][C:32]([C:33]([Cl:35])=[O:34])=[CH:31][CH:30]=1.Cl. Product: [ClH:35].[NH2:8][CH:9]([C:33]([C:32]1[CH:36]=[CH:37][C:29]([O:28][CH3:27])=[CH:30][CH:31]=1)=[O:34])[C:10]([O:12][CH2:13][CH3:14])=[O:11]. The catalyst class is: 7.